From a dataset of Reaction yield outcomes from USPTO patents with 853,638 reactions. Predict the reaction yield, written as a fraction of the theoretical maximum amount of product (1.0 means a 100% yield; for example, 0.34 means a 34% yield). (1) The reactants are [CH:1](=O)[C:2]1[CH:7]=[CH:6][CH:5]=[CH:4][CH:3]=1.[CH2:9](Br)[C:10]1[CH:15]=[CH:14][CH:13]=[CH:12][CH:11]=1.C1([SiH2]C2C=CC=CC=2)C=CC=CC=1.CCN(C(C)C)C(C)C. The catalyst is C1(C)C=CC=CC=1. The product is [C:2]1([CH:1]=[CH:9][C:10]2[CH:15]=[CH:14][CH:13]=[CH:12][CH:11]=2)[CH:7]=[CH:6][CH:5]=[CH:4][CH:3]=1. The yield is 0.720. (2) The reactants are Cl[CH2:2][C:3]([NH:5][C@@H:6]([CH3:9])[CH2:7][OH:8])=[O:4].[I-].[K+].C(=O)([O-])[O-].[Cs+].[Cs+].[N+:18]([C:21]1[CH:22]=[N:23][NH:24][CH:25]=1)([O-:20])=[O:19]. The catalyst is C(#N)C.O. The product is [OH:8][CH2:7][C@@H:6]([NH:5][C:3](=[O:4])[CH2:2][N:23]1[CH:22]=[C:21]([N+:18]([O-:20])=[O:19])[CH:25]=[N:24]1)[CH3:9]. The yield is 0.640. (3) The yield is 0.700. No catalyst specified. The reactants are [CH3:1][CH:2]1[CH2:6][CH2:5][CH:4]([OH:7])[CH2:3]1.[N+:8]([C:11]1[CH:18]=[CH:17][CH:16]=[C:15]([N+]([O-])=O)[C:12]=1[C:13]#[N:14])([O-:10])=[O:9]. The product is [CH3:1][CH:2]1[CH2:6][CH2:5][CH:4]([O:7][C:15]2[CH:16]=[CH:17][CH:18]=[C:11]([N+:8]([O-:10])=[O:9])[C:12]=2[C:13]#[N:14])[CH2:3]1. (4) The reactants are Cl.[NH2:2][CH2:3][C:4]1[CH:12]=[CH:11][CH:10]=[C:9]2[C:5]=1[C:6](=[O:22])[N:7]([CH:14]1[CH2:19][CH2:18][C:17](=[O:20])[NH:16][C:15]1=[O:21])[C:8]2=[O:13].N12CCCN=C1CCCCC2.ON1C2C=CC=CC=2N=N1.[F:44][C:45]([F:57])([F:56])[C:46]1[CH:51]=[CH:50][C:49]([CH2:52][C:53](O)=[O:54])=[CH:48][CH:47]=1.Cl.CN(C)CCCN=C=NCC. The catalyst is C(#N)C. The product is [O:21]=[C:15]1[CH:14]([N:7]2[C:6](=[O:22])[C:5]3[C:9](=[CH:10][CH:11]=[CH:12][C:4]=3[CH2:3][NH:2][C:53](=[O:54])[CH2:52][C:49]3[CH:48]=[CH:47][C:46]([C:45]([F:56])([F:44])[F:57])=[CH:51][CH:50]=3)[C:8]2=[O:13])[CH2:19][CH2:18][C:17](=[O:20])[NH:16]1. The yield is 0.710. (5) The reactants are [NH:1]1[C:5]2[CH:6]=[CH:7][CH:8]=[CH:9][C:4]=2[N:3]=[C:2]1[CH2:10][N:11]1[C@@H:24]2[C@@H:15]([CH2:16][CH2:17][C:18]3[C:23]2=[N:22][CH:21]=[CH:20][CH:19]=3)[CH2:14][CH2:13][CH2:12]1.C(=O)([O-])[O-].[K+].[K+].[I-].[K+].Cl.Cl[CH2:35][C:36]1[CH:41]=[CH:40][N:39]=[CH:38][CH:37]=1. The catalyst is CN(C)C=O.O. The product is [N:39]1[CH:40]=[CH:41][C:36]([CH2:35][N:1]2[C:5]3[CH:6]=[CH:7][CH:8]=[CH:9][C:4]=3[N:3]=[C:2]2[CH2:10][N:11]2[C@@H:24]3[C@@H:15]([CH2:16][CH2:17][C:18]4[C:23]3=[N:22][CH:21]=[CH:20][CH:19]=4)[CH2:14][CH2:13][CH2:12]2)=[CH:37][CH:38]=1. The yield is 0.150. (6) The reactants are [CH3:1][C:2]1[CH:3]=[CH:4][C:5]([CH2:8]O)=[N:6][CH:7]=1.S(Cl)([Cl:12])=O. No catalyst specified. The product is [Cl:12][CH2:8][C:5]1[CH:4]=[CH:3][C:2]([CH3:1])=[CH:7][N:6]=1. The yield is 0.730.